From a dataset of NCI-60 drug combinations with 297,098 pairs across 59 cell lines. Regression. Given two drug SMILES strings and cell line genomic features, predict the synergy score measuring deviation from expected non-interaction effect. (1) Drug 1: CN(C)N=NC1=C(NC=N1)C(=O)N. Drug 2: C1CCC(C(C1)N)N.C(=O)(C(=O)[O-])[O-].[Pt+4]. Cell line: OVCAR3. Synergy scores: CSS=8.41, Synergy_ZIP=1.83, Synergy_Bliss=-0.471, Synergy_Loewe=-2.93, Synergy_HSA=0.414. (2) Drug 1: CC1C(C(=O)NC(C(=O)N2CCCC2C(=O)N(CC(=O)N(C(C(=O)O1)C(C)C)C)C)C(C)C)NC(=O)C3=C4C(=C(C=C3)C)OC5=C(C(=O)C(=C(C5=N4)C(=O)NC6C(OC(=O)C(N(C(=O)CN(C(=O)C7CCCN7C(=O)C(NC6=O)C(C)C)C)C)C(C)C)C)N)C. Drug 2: C1=CC=C(C(=C1)C(C2=CC=C(C=C2)Cl)C(Cl)Cl)Cl. Cell line: UACC62. Synergy scores: CSS=9.26, Synergy_ZIP=3.22, Synergy_Bliss=7.63, Synergy_Loewe=2.96, Synergy_HSA=6.32. (3) Drug 1: CC1C(C(CC(O1)OC2CC(OC(C2O)C)OC3=CC4=CC5=C(C(=O)C(C(C5)C(C(=O)C(C(C)O)O)OC)OC6CC(C(C(O6)C)O)OC7CC(C(C(O7)C)O)OC8CC(C(C(O8)C)O)(C)O)C(=C4C(=C3C)O)O)O)O. Drug 2: CC12CCC3C(C1CCC2O)C(CC4=C3C=CC(=C4)O)CCCCCCCCCS(=O)CCCC(C(F)(F)F)(F)F. Cell line: HL-60(TB). Synergy scores: CSS=67.1, Synergy_ZIP=4.67, Synergy_Bliss=-2.55, Synergy_Loewe=-36.8, Synergy_HSA=-2.61.